From a dataset of Forward reaction prediction with 1.9M reactions from USPTO patents (1976-2016). Predict the product of the given reaction. (1) Given the reactants [CH2:1]([CH:4]([C:8]1[CH:28]=[CH:27][C:11]([O:12][CH2:13][C:14]2[CH:19]=[CH:18][C:17]([C:20]3[S:24][C:23]([CH2:25]O)=[CH:22][CH:21]=3)=[CH:16][CH:15]=2)=[CH:10][CH:9]=1)[CH2:5][CH2:6][CH3:7])[CH2:2][CH3:3].S(Cl)([Cl:31])=O, predict the reaction product. The product is: [CH2:1]([CH:4]([C:8]1[CH:28]=[CH:27][C:11]([O:12][CH2:13][C:14]2[CH:19]=[CH:18][C:17]([C:20]3[S:24][C:23]([CH2:25][Cl:31])=[CH:22][CH:21]=3)=[CH:16][CH:15]=2)=[CH:10][CH:9]=1)[CH2:5][CH2:6][CH3:7])[CH2:2][CH3:3]. (2) The product is: [F:19][C:16]1[CH:17]=[CH:18][C:5]([SH:1])=[C:6]([C:7](=[O:8])[C:9]2[CH:14]=[CH:13][CH:12]=[CH:11][CH:10]=2)[CH:15]=1. Given the reactants [S-2:1].[Li+].[Li+].F[C:5]1[CH:18]=[CH:17][C:16]([F:19])=[CH:15][C:6]=1[C:7]([C:9]1[CH:14]=[CH:13][CH:12]=[CH:11][CH:10]=1)=[O:8].Cl.C(OCC)(=O)C, predict the reaction product. (3) Given the reactants [F:1][C:2]1[CH:3]=[C:4](B(O)O)[CH:5]=[C:6]([F:8])[CH:7]=1.[CH2:12]([S:19][C:20]1[CH:21]=[C:22]2[C:27](=[CH:28][CH:29]=1)[N:26]([C:30]1[CH:35]=[CH:34][C:33](Cl)=[CH:32][C:31]=1[CH:37]1[CH2:39][CH2:38]1)[C:25](=[O:40])[CH:24]=[CH:23]2)[C:13]1[CH:18]=[CH:17][CH:16]=[CH:15][CH:14]=1.P([O-])([O-])([O-])=O.[K+].[K+].[K+], predict the reaction product. The product is: [CH2:12]([S:19][C:20]1[CH:21]=[C:22]2[C:27](=[CH:28][CH:29]=1)[N:26]([C:30]1[CH:35]=[CH:34][C:33]([C:4]3[CH:3]=[C:2]([F:1])[CH:7]=[C:6]([F:8])[CH:5]=3)=[CH:32][C:31]=1[CH:37]1[CH2:39][CH2:38]1)[C:25](=[O:40])[CH:24]=[CH:23]2)[C:13]1[CH:14]=[CH:15][CH:16]=[CH:17][CH:18]=1. (4) Given the reactants Br[CH2:2][C:3]([C@H:5]1[C@@H:9]2[C@@H:10]3[C@@:23]([CH3:26])([CH2:24][CH2:25][C@@:8]2([C:44]([O:46][Si](C(C)(C)C)(C)C)=[O:45])[CH2:7][CH2:6]1)[C@@:22]1([CH3:27])[C@@H:13]([C@:14]2([CH3:43])[C@@H:19]([CH2:20][CH2:21]1)[C:18]([CH3:29])([CH3:28])[C:17]([C:30]1[CH:35]=[CH:34][C:33]([C:36]([O:38][C:39]([CH3:42])([CH3:41])[CH3:40])=[O:37])=[CH:32][CH:31]=1)=[CH:16][CH2:15]2)[CH2:12][CH2:11]3)=[CH2:4].[CH3:54][N:55]([CH3:60])[CH2:56][CH2:57][NH:58][CH3:59], predict the reaction product. The product is: [C:39]([O:38][C:36]([C:33]1[CH:32]=[CH:31][C:30]([C:17]2[C:18]([CH3:29])([CH3:28])[C@H:19]3[C@:14]([CH3:43])([CH2:15][CH:16]=2)[C@@H:13]2[C@:22]([CH3:27])([C@@:23]4([CH3:26])[C@H:10]([CH2:11][CH2:12]2)[C@H:9]2[C@H:5]([C:3]([CH2:2][N:58]([CH2:57][CH2:56][N:55]([CH3:60])[CH3:54])[CH3:59])=[CH2:4])[CH2:6][CH2:7][C@:8]2([C:44]([OH:46])=[O:45])[CH2:25][CH2:24]4)[CH2:21][CH2:20]3)=[CH:35][CH:34]=1)=[O:37])([CH3:42])([CH3:40])[CH3:41]. (5) Given the reactants [NH2:1][C@@H:2]([C:6]([CH3:9])([CH3:8])[CH3:7])[C:3]([OH:5])=[O:4].C([O-])([O-])=O.[K+].[K+].Br[C:17]1[CH:22]=[C:21]([C:23]([F:26])([F:25])[F:24])[CH:20]=[C:19]([F:27])[CH:18]=1.OS([O-])(=O)=O.[K+], predict the reaction product. The product is: [F:27][C:19]1[CH:18]=[C:17]([NH:1][C@@H:2]([C:6]([CH3:9])([CH3:8])[CH3:7])[C:3]([OH:5])=[O:4])[CH:22]=[C:21]([C:23]([F:24])([F:25])[F:26])[CH:20]=1. (6) Given the reactants [F:1][C:2]([F:18])([F:17])[C:3]1[CH:8]=[CH:7][C:6]([C:9]2[CH:16]=[CH:15][C:12]([CH:13]=O)=[CH:11][CH:10]=2)=[CH:5][CH:4]=1.[CH2:19]([NH2:21])[CH3:20].C1COCC1.[BH4-].[Na+], predict the reaction product. The product is: [F:1][C:2]([F:18])([F:17])[C:3]1[CH:8]=[CH:7][C:6]([C:9]2[CH:16]=[CH:15][C:12]([CH2:13][NH:21][CH2:19][CH3:20])=[CH:11][CH:10]=2)=[CH:5][CH:4]=1. (7) Given the reactants [CH3:1][O:2][C:3]1[CH:4]=[C:5]([CH:8]=[CH:9][CH:10]=1)[CH2:6]Br.[C:11](Cl)(=[O:15])[CH:12]([CH3:14])[CH3:13].O, predict the reaction product. The product is: [CH3:13][CH:12]([CH3:14])[C:11](=[O:15])[CH2:6][C:5]1[CH:8]=[CH:9][CH:10]=[C:3]([O:2][CH3:1])[CH:4]=1.